This data is from Forward reaction prediction with 1.9M reactions from USPTO patents (1976-2016). The task is: Predict the product of the given reaction. (1) Given the reactants C([N:8]1[CH2:20][CH2:19][C:11]2([O:16][C@H:15]([CH3:17])[CH2:14][C@@H:13]([CH3:18])[O:12]2)[C@H:10]([CH3:21])[CH2:9]1)C1C=CC=CC=1.[H][H], predict the reaction product. The product is: [CH3:17][C@@H:15]1[CH2:14][C@@H:13]([CH3:18])[O:12][C:11]2([CH2:19][CH2:20][NH:8][CH2:9][C@H:10]2[CH3:21])[O:16]1. (2) The product is: [CH3:1][O:2][C:3]([C:5]1[CH:6]=[C:7]([NH2:15])[C:8]2[N:9]([N:11]=[C:12]([CH3:14])[N:13]=2)[CH:10]=1)=[O:4]. Given the reactants [CH3:1][O:2][C:3]([C:5]1[CH:6]=[C:7]([N+:15]([O-])=O)[C:8]2[N:9]([N:11]=[C:12]([CH3:14])[N:13]=2)[CH:10]=1)=[O:4].C1CCC=CC=1, predict the reaction product. (3) Given the reactants [F:1][C:2]1[C:3]([NH:14][NH2:15])=[N:4][CH:5]=[C:6]([C:8]2[CH:9]=[N:10][N:11]([CH3:13])[CH:12]=2)[CH:7]=1.[C:16](=S)=[S:17].[OH-].[K+], predict the reaction product. The product is: [F:1][C:2]1[C:3]2[N:4]([C:16]([SH:17])=[N:15][N:14]=2)[CH:5]=[C:6]([C:8]2[CH:9]=[N:10][N:11]([CH3:13])[CH:12]=2)[CH:7]=1. (4) Given the reactants [CH3:1][C:2]1[N:3]=[C:4]([N:12]2[CH2:16][CH2:15][NH:14][C:13]2=[O:17])[S:5][C:6]=1[C:7]([O:9][CH2:10][CH3:11])=[O:8].C(=O)([O-])[O-].[K+].[K+].[CH:24]1([CH2:27]Br)[CH2:26][CH2:25]1, predict the reaction product. The product is: [CH:24]1([CH2:27][N:14]2[CH2:15][CH2:16][N:12]([C:4]3[S:5][C:6]([C:7]([O:9][CH2:10][CH3:11])=[O:8])=[C:2]([CH3:1])[N:3]=3)[C:13]2=[O:17])[CH2:26][CH2:25]1.